Dataset: Peptide-MHC class II binding affinity with 134,281 pairs from IEDB. Task: Regression. Given a peptide amino acid sequence and an MHC pseudo amino acid sequence, predict their binding affinity value. This is MHC class II binding data. (1) The peptide sequence is DITVKNCVLKKSTNG. The MHC is DRB1_1602 with pseudo-sequence DRB1_1602. The binding affinity (normalized) is 0.148. (2) The peptide sequence is GEVLNALAYDVPIPG. The MHC is DRB1_0802 with pseudo-sequence DRB1_0802. The binding affinity (normalized) is 0.541.